From a dataset of Reaction yield outcomes from USPTO patents with 853,638 reactions. Predict the reaction yield, written as a fraction of the theoretical maximum amount of product (1.0 means a 100% yield; for example, 0.34 means a 34% yield). (1) The reactants are [H-].[Na+].[CH2:3]([O:10][CH2:11][CH2:12][O:13][CH2:14][CH2:15][O:16][CH2:17][CH2:18][O:19][CH2:20][CH2:21][O:22][CH2:23][CH2:24][O:25][CH2:26][CH2:27][OH:28])[C:4]1[CH:9]=[CH:8][CH:7]=[CH:6][CH:5]=1.CS(O[CH2:34][CH2:35][CH2:36][CH2:37][CH2:38][C:39]([O:41][CH2:42][CH3:43])=[O:40])(=O)=O. The catalyst is C1(C)C=CC=CC=1. The product is [CH2:42]([O:41][C:39](=[O:40])[CH2:38][CH2:37][CH2:36][CH2:35][CH2:34][O:28][CH2:27][CH2:26][O:25][CH2:24][CH2:23][O:22][CH2:21][CH2:20][O:19][CH2:18][CH2:17][O:16][CH2:15][CH2:14][O:13][CH2:12][CH2:11][O:10][CH2:3][C:4]1[CH:5]=[CH:6][CH:7]=[CH:8][CH:9]=1)[CH3:43]. The yield is 0.440. (2) The reactants are [CH:1]1([C:4](=[O:41])[CH2:5][O:6][C@H:7]2[CH2:12][CH2:11][C@H:10]([N:13]3[C:18](=[O:19])[C:17]([CH2:20][C:21]4[CH:26]=[CH:25][C:24]([C:27]5[C:28]([C:33]#[N:34])=[CH:29][CH:30]=[CH:31][CH:32]=5)=[CH:23][CH:22]=4)=[C:16]([CH2:35][CH2:36][CH3:37])[N:15]4[N:38]=[CH:39][N:40]=[C:14]34)[CH2:9][CH2:8]2)[CH2:3][CH2:2]1.[BH4-].[Na+].[Cl-].[NH4+]. The catalyst is O1CCCC1.CO. The product is [CH:1]1([CH:4]([OH:41])[CH2:5][O:6][C@H:7]2[CH2:8][CH2:9][C@H:10]([N:13]3[C:18](=[O:19])[C:17]([CH2:20][C:21]4[CH:22]=[CH:23][C:24]([C:27]5[C:28]([C:33]#[N:34])=[CH:29][CH:30]=[CH:31][CH:32]=5)=[CH:25][CH:26]=4)=[C:16]([CH2:35][CH2:36][CH3:37])[N:15]4[N:38]=[CH:39][N:40]=[C:14]34)[CH2:11][CH2:12]2)[CH2:2][CH2:3]1. The yield is 0.720.